From a dataset of Peptide-MHC class II binding affinity with 134,281 pairs from IEDB. Regression. Given a peptide amino acid sequence and an MHC pseudo amino acid sequence, predict their binding affinity value. This is MHC class II binding data. (1) The peptide sequence is VDVSEGDIVIYSKYG. The MHC is DRB1_1501 with pseudo-sequence DRB1_1501. The binding affinity (normalized) is 0.290. (2) The peptide sequence is SVAVSEGKPTEKHIQIRSTN. The MHC is DRB1_1301 with pseudo-sequence DRB1_1301. The binding affinity (normalized) is 0.